From a dataset of Catalyst prediction with 721,799 reactions and 888 catalyst types from USPTO. Predict which catalyst facilitates the given reaction. (1) Reactant: [CH3:1][C:2]1[CH:7]=[CH:6][C:5]([C:8]2[N:12]([C:13]3[CH:18]=[CH:17][C:16]([S:19](O)(=[O:21])=[O:20])=[CH:15][CH:14]=3)[N:11]=[C:10]([C:23]([F:26])([F:25])[F:24])[CH:9]=2)=[CH:4][CH:3]=1.[Cl:27]CCl. Product: [CH3:1][C:2]1[CH:7]=[CH:6][C:5]([C:8]2[N:12]([C:13]3[CH:18]=[CH:17][C:16]([S:19]([Cl:27])(=[O:21])=[O:20])=[CH:15][CH:14]=3)[N:11]=[C:10]([C:23]([F:26])([F:25])[F:24])[CH:9]=2)=[CH:4][CH:3]=1. The catalyst class is: 9. (2) Reactant: [OH:1][CH2:2][CH2:3][C:4]1[N:5]=[CH:6][C:7]([C:10]([O:12][CH3:13])=[O:11])=[N:8][CH:9]=1.[O:14]1[CH:19]=[CH:18][CH2:17][CH2:16][CH2:15]1.C1(C)C=CC(S([O-])(=O)=O)=CC=1.[NH+]1C=CC=CC=1.O. Product: [O:14]1[CH2:19][CH2:18][CH2:17][CH2:16][CH:15]1[O:1][CH2:2][CH2:3][C:4]1[N:5]=[CH:6][C:7]([C:10]([O:12][CH3:13])=[O:11])=[N:8][CH:9]=1. The catalyst class is: 4. (3) Reactant: C[O:2][C:3](=[O:35])[CH2:4][CH2:5][CH2:6][CH2:7][CH2:8][NH:9][C:10]1[C:11]2[C:18]([C:19]3[CH:24]=[CH:23][C:22]([O:25][CH3:26])=[CH:21][CH:20]=3)=[C:17]([C:27]3[CH:32]=[CH:31][CH:30]=[CH:29][C:28]=3[O:33][CH3:34])[O:16][C:12]=2[N:13]=[CH:14][N:15]=1.[OH-].[Na+].Cl.C(OCC)(=O)C. Product: [CH3:34][O:33][C:28]1[CH:29]=[CH:30][CH:31]=[CH:32][C:27]=1[C:17]1[O:16][C:12]2[N:13]=[CH:14][N:15]=[C:10]([NH:9][CH2:8][CH2:7][CH2:6][CH2:5][CH2:4][C:3]([OH:35])=[O:2])[C:11]=2[C:18]=1[C:19]1[CH:20]=[CH:21][C:22]([O:25][CH3:26])=[CH:23][CH:24]=1. The catalyst class is: 12. (4) The catalyst class is: 208. Reactant: [CH3:1][O:2][C:3]1[CH:4]=[C:5]2[C:10](=[CH:11][C:12]=1[O:13][CH3:14])[N:9]=[CH:8][CH:7]=[C:6]2[O:15][C:16]1[CH:22]=[CH:21][C:19]([NH2:20])=[C:18]([CH3:23])[C:17]=1[CH3:24].Cl[C:26](Cl)([O:28][C:29](=[O:35])OC(Cl)(Cl)Cl)Cl.[CH:37]1([CH2:43]CO)[CH2:42][CH2:41][CH2:40][CH2:39][CH2:38]1.C(=O)(O)[O-].[Na+]. Product: [CH3:1][O:2][C:3]1[CH:4]=[C:5]2[C:10](=[CH:11][C:12]=1[O:13][CH3:14])[N:9]=[CH:8][CH:7]=[C:6]2[O:15][C:16]1[CH:22]=[CH:21][C:19]([NH:20][C:29](=[O:35])[O:28][CH2:26][CH2:43][CH:37]2[CH2:42][CH2:41][CH2:40][CH2:39][CH2:38]2)=[C:18]([CH3:23])[C:17]=1[CH3:24]. (5) Reactant: [Br:1][C:2]1[CH:3]=[C:4]2[C:8](=[CH:9][CH:10]=1)[NH:7][CH:6]=[CH:5]2.[H-].[Na+].[S:13](Cl)([CH3:16])(=[O:15])=[O:14]. The catalyst class is: 56. Product: [Br:1][C:2]1[CH:3]=[C:4]2[C:8](=[CH:9][CH:10]=1)[N:7]([S:13]([CH3:16])(=[O:15])=[O:14])[CH:6]=[CH:5]2. (6) Reactant: [Cl:1][C:2]1[N:10]=[C:9]([CH3:11])[CH:8]=[CH:7][C:3]=1[C:4]([OH:6])=O.[NH2:12][C:13]1[CH:14]=[C:15]2[C:19](=[CH:20][CH:21]=1)[N:18]([C:22]([O:24][C:25]([CH3:28])([CH3:27])[CH3:26])=[O:23])[CH2:17][CH2:16]2.O.ON1C2C=CC=CC=2N=N1.CN(C)CCCN=C=NCC. Product: [Cl:1][C:2]1[C:3]([C:4]([NH:12][C:13]2[CH:14]=[C:15]3[C:19](=[CH:20][CH:21]=2)[N:18]([C:22]([O:24][C:25]([CH3:28])([CH3:27])[CH3:26])=[O:23])[CH2:17][CH2:16]3)=[O:6])=[CH:7][CH:8]=[C:9]([CH3:11])[N:10]=1. The catalyst class is: 255. (7) Reactant: [C:1]([O:5][C:6]([N:8]1[CH2:11][CH:10]([NH:12][C:13]2[CH:14]=[C:15]3[C:24](=[CH:25][C:26]=2[C:27]([C:29]([F:32])([F:31])[F:30])=[CH2:28])[O:23][CH2:22][C:21]2[N:16]3[CH:17]([CH3:34])[C:18](=[O:33])[NH:19][N:20]=2)[CH2:9]1)=[O:7])([CH3:4])([CH3:3])[CH3:2]. Product: [C:1]([O:5][C:6]([N:8]1[CH2:9][CH:10]([NH:12][C:13]2[CH:14]=[C:15]3[C:24](=[CH:25][C:26]=2[CH:27]([CH3:28])[C:29]([F:31])([F:30])[F:32])[O:23][CH2:22][C:21]2[N:16]3[CH:17]([CH3:34])[C:18](=[O:33])[NH:19][N:20]=2)[CH2:11]1)=[O:7])([CH3:4])([CH3:2])[CH3:3]. The catalyst class is: 99.